This data is from Full USPTO retrosynthesis dataset with 1.9M reactions from patents (1976-2016). The task is: Predict the reactants needed to synthesize the given product. (1) Given the product [Cl:1][C:2]1[N:10]=[C:9]2[C:5]([N:6]=[CH:7][N:8]2[CH:11]([CH3:13])[CH3:12])=[C:4]([NH:21][CH2:20][C:19]2[CH:22]=[CH:23][C:24]([O:25][CH3:26])=[C:17]([O:16][CH3:15])[CH:18]=2)[N:3]=1, predict the reactants needed to synthesize it. The reactants are: [Cl:1][C:2]1[N:10]=[C:9]2[C:5]([N:6]=[CH:7][N:8]2[CH:11]([CH3:13])[CH3:12])=[C:4](Cl)[N:3]=1.[CH3:15][O:16][C:17]1[CH:18]=[C:19]([CH:22]=[CH:23][C:24]=1[O:25][CH3:26])[CH2:20][NH2:21]. (2) Given the product [Cl:1][C:2]1[CH:3]=[CH:4][C:5]2[O:9][CH:8]=[C:7]([CH2:10][CH2:11][I:33])[C:6]=2[CH:13]=1, predict the reactants needed to synthesize it. The reactants are: [Cl:1][C:2]1[CH:3]=[CH:4][C:5]2[O:9][CH:8]=[C:7]([CH2:10][CH2:11]O)[C:6]=2[CH:13]=1.C1(P(C2C=CC=CC=2)C2C=CC=CC=2)C=CC=CC=1.[I:33]I.N1C=CN=C1.